This data is from Catalyst prediction with 721,799 reactions and 888 catalyst types from USPTO. The task is: Predict which catalyst facilitates the given reaction. The catalyst class is: 1. Product: [Br:16][C:12]1[CH:13]=[C:14]([Cl:15])[C:8]2[O:7][C:6]([CH2:5][CH2:4][NH2:1])=[CH:10][C:9]=2[CH:11]=1. Reactant: [N:1]([CH2:4][CH2:5][C:6]1[O:7][C:8]2[C:14]([Cl:15])=[CH:13][C:12]([Br:16])=[CH:11][C:9]=2[CH:10]=1)=[N+]=[N-].C1(P(C2C=CC=CC=2)C2C=CC=CC=2)C=CC=CC=1.O.